This data is from Forward reaction prediction with 1.9M reactions from USPTO patents (1976-2016). The task is: Predict the product of the given reaction. (1) The product is: [NH2:1][C:4]1[CH:5]=[CH:6][CH:7]=[C:8]2[C:13]=1[CH:12]=[C:11]([C:14]1[CH:23]=[CH:22][C:21]3[C:16](=[CH:17][CH:18]=[CH:19][CH:20]=3)[N:15]=1)[CH:10]=[CH:9]2. Given the reactants [N+:1]([C:4]1[CH:5]=[CH:6][CH:7]=[C:8]2[C:13]=1[CH:12]=[C:11]([C:14]1[CH:23]=[CH:22][C:21]3[C:16](=[CH:17][CH:18]=[CH:19][CH:20]=3)[N:15]=1)[CH:10]=[CH:9]2)([O-])=O.[BH4-].[Na+].Cl, predict the reaction product. (2) Given the reactants [CH3:1][O:2][C:3]1[CH:12]=[C:11]2[C:6]([CH2:7][CH2:8][C:9]([CH3:15])([CH3:14])[CH:10]2[OH:13])=[CH:5][CH:4]=1.C(N(CC)CC)C.[C:23](OC(=O)C)(=[O:25])[CH3:24], predict the reaction product. The product is: [CH3:1][O:2][C:3]1[CH:12]=[C:11]2[C:6]([CH2:7][CH2:8][C:9]([CH3:15])([CH3:14])[CH:10]2[O:13][C:23](=[O:25])[CH3:24])=[CH:5][CH:4]=1. (3) The product is: [NH:1]1[C:2]2[CH:6]=[CH:5][S:4][C:3]=2[C:7](=[O:9])[NH:17][C:16]1=[O:15]. Given the reactants [NH2:1][C:2]1[CH:6]=[CH:5][S:4][C:3]=1[C:7]([O:9]C)=O.C(O)(=O)C.[O-:15][C:16]#[N:17].[K+], predict the reaction product.